From a dataset of Forward reaction prediction with 1.9M reactions from USPTO patents (1976-2016). Predict the product of the given reaction. (1) The product is: [Br:31][CH2:18][C:14]([CH:12]1[CH2:13][CH:11]1[C:9]1[N:10]=[C:6]2[C:5]([CH3:17])=[N:4][CH:3]=[C:2]([CH3:1])[N:7]2[N:8]=1)=[O:15]. Given the reactants [CH3:1][C:2]1[N:7]2[N:8]=[C:9]([CH:11]3[CH2:13][CH:12]3[C:14](Cl)=[O:15])[N:10]=[C:6]2[C:5]([CH3:17])=[N:4][CH:3]=1.[CH3:18][Si](C=[N+]=[N-])(C)C.CCCCCC.[BrH:31].C(O)(=O)C.C(=O)(O)[O-].[Na+], predict the reaction product. (2) Given the reactants [N:1]1([C:5]2[CH:6]=[CH:7][C:8]([N+:11]([O-])=O)=[N:9][CH:10]=2)[CH2:4][CH2:3][CH2:2]1, predict the reaction product. The product is: [N:1]1([C:5]2[CH:6]=[CH:7][C:8]([NH2:11])=[N:9][CH:10]=2)[CH2:4][CH2:3][CH2:2]1.